The task is: Predict the reaction yield, written as a fraction of the theoretical maximum amount of product (1.0 means a 100% yield; for example, 0.34 means a 34% yield).. This data is from Reaction yield outcomes from USPTO patents with 853,638 reactions. (1) The reactants are [CH3:1][O:2][C:3]1[CH:46]=[CH:45][C:6]([C:7]([O:22][CH2:23][C@H:24]2[O:28][C@@H:27]([N:29]3[CH:36]=[CH:35][C:33](=[O:34])[NH:32][C:30]3=[O:31])[C@H:26]([O:37][CH2:38][CH2:39][C:40](=[O:43])[NH:41][CH3:42])[C@@H:25]2[OH:44])([C:16]2[CH:21]=[CH:20][CH:19]=[CH:18][CH:17]=2)[C:8]2[CH:13]=[CH:12][C:11]([O:14][CH3:15])=[CH:10][CH:9]=2)=[CH:5][CH:4]=1.C(N(C(C)C)[P:51]([N:58]([CH:62]([CH3:64])[CH3:63])[CH:59]([CH3:61])[CH3:60])[O:52]OCCC#N)(C)C.[NH:68]1[C-:72]=NN=N1.[CH:73]([NH2+]C(C)C)(C)[CH3:74]. The catalyst is C(#N)C. The product is [C:72]([CH2:73][CH2:74][PH:51]([O:44][C@@H:25]1[C@@H:24]([CH2:23][O:22][C:7]([C:16]2[CH:17]=[CH:18][CH:19]=[CH:20][CH:21]=2)([C:8]2[CH:13]=[CH:12][C:11]([O:14][CH3:15])=[CH:10][CH:9]=2)[C:6]2[CH:45]=[CH:46][C:3]([O:2][CH3:1])=[CH:4][CH:5]=2)[O:28][C@@H:27]([N:29]2[CH:36]=[CH:35][C:33](=[O:34])[NH:32][C:30]2=[O:31])[C@@H:26]1[O:37][CH2:38][CH2:39][C:40](=[O:43])[NH:41][CH3:42])([N:58]([CH:59]([CH3:60])[CH3:61])[CH:62]([CH3:63])[CH3:64])[OH:52])#[N:68]. The yield is 0.660. (2) The reactants are C([O:3][C:4](=[O:19])[C:5]1[C:10]([C:11]2[CH:16]=[CH:15][CH:14]=[CH:13][C:12]=2[Cl:17])=[CH:9][C:8]([Cl:18])=[N:7][CH:6]=1)C.O1CCOCC1.[OH-].[Na+]. The catalyst is O. The product is [Cl:18][C:8]1[CH:9]=[C:10]([C:11]2[CH:16]=[CH:15][CH:14]=[CH:13][C:12]=2[Cl:17])[C:5]([C:4]([OH:19])=[O:3])=[CH:6][N:7]=1. The yield is 1.00. (3) The reactants are [CH2:1]([O:8][C:9]1[CH:14]=[CH:13][C:12]([C:15]([F:18])([F:17])[F:16])=[CH:11][CH:10]=1)[C:2]1[CH:7]=[CH:6][CH:5]=[CH:4][CH:3]=1.F[B-](F)(F)F.F[B-](F)(F)F.ClC[N+]12CC[N+](F)(CC1)CC2.[I:40]I. The catalyst is C(#N)C. The product is [CH2:1]([O:8][C:9]1[CH:14]=[CH:13][C:12]([C:15]([F:16])([F:17])[F:18])=[CH:11][C:10]=1[I:40])[C:2]1[CH:3]=[CH:4][CH:5]=[CH:6][CH:7]=1. The yield is 0.790. (4) The reactants are Cl[C:2]1[C:11]2[C:6](=[CH:7][C:8]([O:14][CH2:15][CH:16]3[CH2:21][CH2:20][N:19]([CH3:22])[CH2:18][CH2:17]3)=[C:9]([O:12][CH3:13])[CH:10]=2)[N:5]=[CH:4][N:3]=1.[F:23][C:24]1[C:32]([OH:33])=[CH:31][CH:30]=[C:29]2[C:25]=1[CH:26]=[C:27]([CH3:34])[NH:28]2.C(=O)([O-])[O-].[K+].[K+]. The catalyst is CN(C=O)C. The product is [F:23][C:24]1[C:32]([O:33][C:2]2[C:11]3[C:6](=[CH:7][C:8]([O:14][CH2:15][CH:16]4[CH2:21][CH2:20][N:19]([CH3:22])[CH2:18][CH2:17]4)=[C:9]([O:12][CH3:13])[CH:10]=3)[N:5]=[CH:4][N:3]=2)=[CH:31][CH:30]=[C:29]2[C:25]=1[CH:26]=[C:27]([CH3:34])[NH:28]2. The yield is 0.690. (5) The reactants are [CH:1]1([CH:7]([NH:21][C:22]2[CH:30]=[CH:29][C:25]([C:26](O)=[O:27])=[CH:24][CH:23]=2)[C:8]2[O:9][C:10]3[CH:19]=[CH:18][C:17]([F:20])=[CH:16][C:11]=3[C:12]=2[CH2:13][O:14][CH3:15])[CH2:6][CH2:5][CH2:4][CH2:3][CH2:2]1.Cl.[CH2:32]([O:34][C:35](=[O:39])[CH2:36][CH2:37][NH2:38])[CH3:33].O.ON1C2C=CC=CC=2N=N1.Cl.C(N=C=NCCCN(C)C)C.[Cl-].[NH4+]. The catalyst is CN(C)C=O.C(N(CC)CC)C. The product is [CH:1]1([CH:7]([NH:21][C:22]2[CH:30]=[CH:29][C:25]([C:26]([NH:38][CH2:37][CH2:36][C:35]([O:34][CH2:32][CH3:33])=[O:39])=[O:27])=[CH:24][CH:23]=2)[C:8]2[O:9][C:10]3[CH:19]=[CH:18][C:17]([F:20])=[CH:16][C:11]=3[C:12]=2[CH2:13][O:14][CH3:15])[CH2:6][CH2:5][CH2:4][CH2:3][CH2:2]1. The yield is 0.830.